This data is from Full USPTO retrosynthesis dataset with 1.9M reactions from patents (1976-2016). The task is: Predict the reactants needed to synthesize the given product. (1) Given the product [OH:7][C:8]1[C:20]2[CH2:19][O:18][C:17](=[O:21])[C:16]=2[C:15]([C:22]2[CH:23]=[CH:24][C:25]([CH:28]=[CH2:29])=[CH:26][CH:27]=2)=[C:14]2[C:9]=1[CH:10]=[C:11]([O:32][CH3:33])[C:12]([O:30][CH3:31])=[CH:13]2, predict the reactants needed to synthesize it. The reactants are: C(=O)([O:7][C:8]1[C:20]2[CH2:19][O:18][C:17](=[O:21])[C:16]=2[C:15]([C:22]2[CH:27]=[CH:26][C:25]([CH:28]=[CH2:29])=[CH:24][CH:23]=2)=[C:14]2[C:9]=1[CH:10]=[C:11]([O:32][CH3:33])[C:12]([O:30][CH3:31])=[CH:13]2)OC(C)(C)C.N1CCCCC1.Cl. (2) Given the product [OH:44][CH2:43][CH2:42][CH2:41][CH2:40][CH2:39][CH2:38][CH2:37][CH2:36][CH2:8][CH2:9][CH2:10][C:11]([NH:13][NH:1][CH2:2][C:3]([OH:5])=[O:4])=[O:12].[CH3:6][O:7][CH:8]([CH2:36][CH2:37][CH2:38][CH2:39][CH2:40][CH2:41][CH2:42][CH3:43])[CH2:9][CH:10]([O:14][C:15]([C:30]1[CH:31]=[CH:32][CH:33]=[CH:34][CH:35]=1)([C:22]1[CH:23]=[CH:24][C:25]([O:28][CH3:29])=[CH:26][CH:27]=1)[C:16]1[CH:21]=[CH:20][CH:19]=[CH:18][CH:17]=1)[C:11]([NH2:13])=[O:12], predict the reactants needed to synthesize it. The reactants are: [NH2:1][CH2:2][C:3]([OH:5])=[O:4].[CH3:6][O:7][CH:8]([CH2:36][CH2:37][CH2:38][CH2:39][CH2:40][CH2:41][CH2:42][CH3:43])[CH2:9][CH:10]([O:14][C:15]([C:30]1[CH:35]=[CH:34][CH:33]=[CH:32][CH:31]=1)([C:22]1[CH:27]=[CH:26][C:25]([O:28][CH3:29])=[CH:24][CH:23]=1)[C:16]1[CH:21]=[CH:20][CH:19]=[CH:18][CH:17]=1)[C:11]([NH2:13])=[O:12].[OH:44]CCCCCCCCCCCC(O)=O.Cl.C(N=C=NCCCN(C)C)C.O.ON1C2C=CC=CC=2N=N1.C(N(CC)CC)C. (3) The reactants are: [S:1]1[C:5]2[CH:6]=[CH:7][CH:8]=[CH:9][C:4]=2[N:3]=[C:2]1[N:10]1[C:14](=[O:15])[CH:13]=[C:12]([C:16]2[CH:21]=[CH:20][CH:19]=[CH:18][C:17]=2[O:22][CH3:23])[NH:11]1.CO[CH:26](OC)[N:27]([CH3:29])[CH3:28]. Given the product [S:1]1[C:5]2[CH:6]=[CH:7][CH:8]=[CH:9][C:4]=2[N:3]=[C:2]1[N:10]1[C:14](=[O:15])[C:13](=[CH:26][N:27]([CH3:29])[CH3:28])[C:12]([C:16]2[CH:21]=[CH:20][CH:19]=[CH:18][C:17]=2[O:22][CH3:23])=[N:11]1, predict the reactants needed to synthesize it. (4) Given the product [CH3:1][C:2]1([CH3:25])[CH2:11][CH2:10][C:9]([CH3:12])([CH3:13])[C:8]2[CH:7]=[C:6]([CH:14]([OH:15])[C:26]#[CH:27])[CH:5]=[C:4]([O:16][CH2:17][C:18]3[CH:23]=[CH:22][C:21]([CH3:24])=[CH:20][CH:19]=3)[C:3]1=2, predict the reactants needed to synthesize it. The reactants are: [CH3:1][C:2]1([CH3:25])[CH2:11][CH2:10][C:9]([CH3:13])([CH3:12])[C:8]2[CH:7]=[C:6]([CH:14]=[O:15])[CH:5]=[C:4]([O:16][CH2:17][C:18]3[CH:23]=[CH:22][C:21]([CH3:24])=[CH:20][CH:19]=3)[C:3]1=2.[C:26]([Mg]Br)#[CH:27]. (5) Given the product [O:1]=[S:2]1(=[O:27])[C:15]2[C:10](=[CH:11][CH:12]=[CH:13][CH:14]=2)[NH:9][C:8]2[CH:7]=[C:6]([CH:16]([CH2:20][CH:21]3[CH2:22][CH2:23][O:24][CH2:25][CH2:26]3)[C:17]([NH:34][C:31]3[CH:32]=[CH:33][N:29]([CH3:28])[N:30]=3)=[O:19])[CH:5]=[CH:4][C:3]1=2, predict the reactants needed to synthesize it. The reactants are: [O:1]=[S:2]1(=[O:27])[C:15]2[C:10](=[CH:11][CH:12]=[CH:13][CH:14]=2)[NH:9][C:8]2[CH:7]=[C:6]([CH:16]([CH2:20][CH:21]3[CH2:26][CH2:25][O:24][CH2:23][CH2:22]3)[C:17]([OH:19])=O)[CH:5]=[CH:4][C:3]1=2.[CH3:28][N:29]1[CH:33]=[CH:32][C:31]([NH2:34])=[N:30]1.C(N(CC)C(C)C)(C)C.CN(C(ON1N=NC2C=CC=NC1=2)=[N+](C)C)C.F[P-](F)(F)(F)(F)F.C1C=NC2N(O)N=NC=2C=1. (6) Given the product [Cl:24][C:21]1[CH:22]=[CH:23][C:18]([C:14]2[O:15][C:16]3[CH:17]=[C:10]4[C:9](=[O:27])[N:8]([CH2:7][CH2:6][CH2:5][C:4]([OH:30])=[O:3])[C:25](=[S:26])[N:11]4[C:12]=3[CH:13]=2)=[CH:19][CH:20]=1, predict the reactants needed to synthesize it. The reactants are: C([O:3][C:4](=[O:30])[CH:5](CC)[CH2:6][CH2:7][N:8]1[C:25](=[S:26])[N:11]2[C:12]3[CH:13]=[C:14]([C:18]4[CH:23]=[CH:22][C:21]([Cl:24])=[CH:20][CH:19]=4)[O:15][C:16]=3[CH:17]=[C:10]2[C:9]1=[O:27])C.O. (7) Given the product [C:37]1([C:72]2[CH:73]=[CH:74][CH:75]=[CH:76][CH:77]=2)[CH:42]=[CH:41][C:40]([N:43]([C:59]2[CH:64]=[CH:63][C:62]([C:65]3[CH:66]=[CH:67][C:68]([C:19]4[CH:20]=[CH:21][C:22]5[C:23]6[C:10]([C:11]7[CH:12]=[CH:13][CH:14]=[CH:15][C:16]=7[C:17]=5[CH:18]=4)=[CH:9][C:8]4=[CH:7][C:6]5[C:26]([C:2]([CH3:36])([CH3:1])[CH:3]=[CH:4][CH:5]=5)=[C:25]4[CH:24]=6)=[CH:69][CH:70]=3)=[CH:61][CH:60]=2)[C:44]2[CH:56]=[CH:55][C:54]3[C:53]4[C:48](=[CH:49][CH:50]=[CH:51][CH:52]=4)[C:47]([CH3:58])([CH3:57])[C:46]=3[CH:45]=2)=[CH:39][CH:38]=1, predict the reactants needed to synthesize it. The reactants are: [CH3:1][C:2]1([CH3:36])[C:26]2[C:6]([CH:7]=[C:8]3[C:25]=2[CH:24]=[C:23]2[C:10]([C:11]4[CH:12]=[CH:13][CH:14]=[CH:15][C:16]=4[C:17]4[CH:18]=[C:19](B5OC(C)(C)C(C)(C)O5)[CH:20]=[CH:21][C:22]=42)=[CH:9]3)=[CH:5][CH:4]=[CH:3]1.[C:37]1([C:72]2[CH:77]=[CH:76][CH:75]=[CH:74][CH:73]=2)[CH:42]=[CH:41][C:40]([N:43]([C:59]2[CH:64]=[CH:63][C:62]([C:65]3[CH:70]=[CH:69][C:68](Br)=[CH:67][CH:66]=3)=[CH:61][CH:60]=2)[C:44]2[CH:56]=[CH:55][C:54]3[C:53]4[C:48](=[CH:49][CH:50]=[CH:51][CH:52]=4)[C:47]([CH3:58])([CH3:57])[C:46]=3[CH:45]=2)=[CH:39][CH:38]=1.C([O-])([O-])=O.[Na+].[Na+].CCO. (8) Given the product [CH3:28][O:21][C:20]([C@@H:10]1[C@H:11]([C:13]2[CH:14]=[CH:15][C:16]([Cl:19])=[CH:17][CH:18]=2)[CH2:12][N:8]([CH2:1][C:2]2[CH:3]=[CH:4][CH:5]=[CH:6][CH:7]=2)[CH2:9]1)=[O:22], predict the reactants needed to synthesize it. The reactants are: [CH2:1]([N:8]1[CH2:12][C@@H:11]([C:13]2[CH:18]=[CH:17][C:16]([Cl:19])=[CH:15][CH:14]=2)[C@@H:10]([C:20]([OH:22])=[O:21])[CH2:9]1)[C:2]1[CH:7]=[CH:6][CH:5]=[CH:4][CH:3]=1.S(=O)(=O)(O)O.[C:28](OC)(C)(C)C.C(=O)([O-])[O-].[Na+].[Na+]. (9) The reactants are: [Br:1][C:2]1[CH:9]=[CH:8][C:7]([CH:10]=[O:11])=[CH:6][C:3]=1[C:4]#[N:5].[BH4-].[Na+]. Given the product [Br:1][C:2]1[CH:9]=[CH:8][C:7]([CH2:10][OH:11])=[CH:6][C:3]=1[C:4]#[N:5], predict the reactants needed to synthesize it. (10) Given the product [F:32][C:29]1([F:31])[O:28][C:27]2[CH:33]=[CH:34][C:24]([CH:11]([C:12]3[C:20]4[C:15](=[C:16]([CH2:21][S:22][CH3:23])[CH:17]=[CH:18][CH:19]=4)[NH:14][CH:13]=3)[CH2:10][CH2:9][C:1]#[N:2])=[CH:25][C:26]=2[O:30]1, predict the reactants needed to synthesize it. The reactants are: [C-:1]#[N:2].[K+].CS(O[CH2:9][CH2:10][CH:11]([C:24]1[CH:34]=[CH:33][C:27]2[O:28][C:29]([F:32])([F:31])[O:30][C:26]=2[CH:25]=1)[C:12]1[C:20]2[C:15](=[C:16]([CH2:21][S:22][CH3:23])[CH:17]=[CH:18][CH:19]=2)[NH:14][CH:13]=1)(=O)=O.C(OCC)(=O)C.